Dataset: Full USPTO retrosynthesis dataset with 1.9M reactions from patents (1976-2016). Task: Predict the reactants needed to synthesize the given product. Given the product [NH2:37][C:20]1[N:21]=[CH:22][C:23]([C:25]2[N:29]([CH3:30])[N:28]=[C:27]([CH:31]3[CH2:36][CH2:35][N:34]([C:2](=[O:9])[CH2:3][C:4]([O:6][CH2:7][CH3:8])=[O:5])[CH2:33][CH2:32]3)[N:26]=2)=[N:24][C:19]=1[C:17]1[O:18][C:14]([C:10]([CH3:13])([CH3:11])[CH3:12])=[N:15][N:16]=1, predict the reactants needed to synthesize it. The reactants are: Cl[C:2](=[O:9])[CH2:3][C:4]([O:6][CH2:7][CH3:8])=[O:5].[C:10]([C:14]1[O:18][C:17]([C:19]2[C:20]([NH2:37])=[N:21][CH:22]=[C:23]([C:25]3[N:29]([CH3:30])[N:28]=[C:27]([CH:31]4[CH2:36][CH2:35][NH:34][CH2:33][CH2:32]4)[N:26]=3)[N:24]=2)=[N:16][N:15]=1)([CH3:13])([CH3:12])[CH3:11].C(N(CC)CC)C.